Dataset: Catalyst prediction with 721,799 reactions and 888 catalyst types from USPTO. Task: Predict which catalyst facilitates the given reaction. (1) Reactant: [CH3:1][S:2](Cl)(=[O:4])=[O:3].[Cl:6][C:7]1[CH:12]=[CH:11][C:10]([CH:13]([NH:17][C:18](=[O:24])[O:19][C:20]([CH3:23])([CH3:22])[CH3:21])[CH2:14][CH2:15][OH:16])=[CH:9][CH:8]=1.C(N(CC)CC)C. Product: [CH3:1][S:2]([O:16][CH2:15][CH2:14][CH:13]([NH:17][C:18]([O:19][C:20]([CH3:21])([CH3:23])[CH3:22])=[O:24])[C:10]1[CH:11]=[CH:12][C:7]([Cl:6])=[CH:8][CH:9]=1)(=[O:4])=[O:3]. The catalyst class is: 2. (2) Reactant: Cl[C:2]1[CH:7]=[CH:6][C:5]([N+:8]([O-:10])=[O:9])=[CH:4][C:3]=1[S:11]([NH2:14])(=[O:13])=[O:12].[CH2:15]([NH2:22])[C:16]1[CH:21]=[CH:20][CH:19]=[CH:18][CH:17]=1.C(N(CC)CC)C. Product: [CH2:15]([NH:22][C:2]1[CH:7]=[CH:6][C:5]([N+:8]([O-:10])=[O:9])=[CH:4][C:3]=1[S:11]([NH2:14])(=[O:13])=[O:12])[C:16]1[CH:21]=[CH:20][CH:19]=[CH:18][CH:17]=1. The catalyst class is: 10.